Dataset: NCI-60 drug combinations with 297,098 pairs across 59 cell lines. Task: Regression. Given two drug SMILES strings and cell line genomic features, predict the synergy score measuring deviation from expected non-interaction effect. (1) Drug 1: CC1=CC2C(CCC3(C2CCC3(C(=O)C)OC(=O)C)C)C4(C1=CC(=O)CC4)C. Drug 2: CN(CC1=CN=C2C(=N1)C(=NC(=N2)N)N)C3=CC=C(C=C3)C(=O)NC(CCC(=O)O)C(=O)O. Cell line: KM12. Synergy scores: CSS=7.66, Synergy_ZIP=-7.22, Synergy_Bliss=-13.3, Synergy_Loewe=1.40, Synergy_HSA=-4.93. (2) Drug 1: C1C(C(OC1N2C=NC3=C(N=C(N=C32)Cl)N)CO)O. Drug 2: CN1C2=C(C=C(C=C2)N(CCCl)CCCl)N=C1CCCC(=O)O.Cl. Cell line: M14. Synergy scores: CSS=49.9, Synergy_ZIP=-1.15, Synergy_Bliss=-3.28, Synergy_Loewe=-44.6, Synergy_HSA=-2.68. (3) Cell line: CAKI-1. Drug 2: CC(C)CN1C=NC2=C1C3=CC=CC=C3N=C2N. Synergy scores: CSS=35.8, Synergy_ZIP=-1.83, Synergy_Bliss=0.722, Synergy_Loewe=0.384, Synergy_HSA=1.49. Drug 1: C1=NC2=C(N1)C(=S)N=CN2. (4) Drug 1: CC1=C(C=C(C=C1)NC2=NC=CC(=N2)N(C)C3=CC4=NN(C(=C4C=C3)C)C)S(=O)(=O)N.Cl. Drug 2: C(CC(=O)O)C(=O)CN.Cl. Cell line: MDA-MB-435. Synergy scores: CSS=-1.24, Synergy_ZIP=2.01, Synergy_Bliss=1.77, Synergy_Loewe=-2.57, Synergy_HSA=-2.25. (5) Drug 1: CN1CCC(CC1)COC2=C(C=C3C(=C2)N=CN=C3NC4=C(C=C(C=C4)Br)F)OC. Drug 2: C1=CN(C(=O)N=C1N)C2C(C(C(O2)CO)O)O.Cl. Cell line: MCF7. Synergy scores: CSS=27.2, Synergy_ZIP=-5.10, Synergy_Bliss=1.10, Synergy_Loewe=-21.5, Synergy_HSA=2.59. (6) Drug 1: CC1CCC2CC(C(=CC=CC=CC(CC(C(=O)C(C(C(=CC(C(=O)CC(OC(=O)C3CCCCN3C(=O)C(=O)C1(O2)O)C(C)CC4CCC(C(C4)OC)O)C)C)O)OC)C)C)C)OC. Drug 2: C1CN(CCN1C(=O)CCBr)C(=O)CCBr. Cell line: A549. Synergy scores: CSS=29.6, Synergy_ZIP=-3.02, Synergy_Bliss=1.59, Synergy_Loewe=-2.47, Synergy_HSA=2.87. (7) Drug 1: CN1C2=C(C=C(C=C2)N(CCCl)CCCl)N=C1CCCC(=O)O.Cl. Drug 2: COC1=C2C(=CC3=C1OC=C3)C=CC(=O)O2. Cell line: OVCAR3. Synergy scores: CSS=-10.9, Synergy_ZIP=4.89, Synergy_Bliss=-0.813, Synergy_Loewe=-9.61, Synergy_HSA=-9.74.